This data is from Full USPTO retrosynthesis dataset with 1.9M reactions from patents (1976-2016). The task is: Predict the reactants needed to synthesize the given product. Given the product [C:17]([C:2]1[C:6]([CH3:15])([CH2:7][CH2:8][CH2:9][CH2:10][CH2:11][CH2:12][CH2:13][CH3:14])[S:5][C:4](=[O:16])[CH:3]=1)(=[O:20])[CH2:18][CH3:19], predict the reactants needed to synthesize it. The reactants are: O[C:2]1[C:6]([CH3:15])([CH2:7][CH2:8][CH2:9][CH2:10][CH2:11][CH2:12][CH2:13][CH3:14])[S:5][C:4](=[O:16])[CH:3]=1.[C:17](Cl)(=[O:20])[CH2:18][CH3:19].